Dataset: Forward reaction prediction with 1.9M reactions from USPTO patents (1976-2016). Task: Predict the product of the given reaction. (1) The product is: [ClH:39].[N:1]1([C:7]2[CH:8]=[CH:9][C:10]([C:13]3[C:17]4[CH2:18][C:19]5[S:20][C:21]([C:24]6[CH:25]=[CH:26][C:27]([NH2:30])=[N:28][CH:29]=6)=[CH:22][C:23]=5[C:16]=4[NH:15][N:14]=3)=[CH:11][CH:12]=2)[CH2:2][CH2:3][O:4][CH2:5][CH2:6]1. Given the reactants [N:1]1([C:7]2[CH:12]=[CH:11][C:10]([C:13]3[C:17]4[CH2:18][C:19]5[S:20][C:21]([C:24]6[CH:25]=[CH:26][C:27]([NH2:30])=[N:28][CH:29]=6)=[CH:22][C:23]=5[C:16]=4[N:15](COCC[Si](C)(C)C)[N:14]=3)=[CH:9][CH:8]=2)[CH2:6][CH2:5][O:4][CH2:3][CH2:2]1.[ClH:39], predict the reaction product. (2) Given the reactants CCN(C(C)C)C(C)C.CCN=C=NCCCN(C)C.C1C=CC2N(O)N=NC=2C=1.FC(F)(F)C(O)=O.[Cl:38][CH2:39][CH2:40][CH2:41]/[C:42](=[CH:46]\[C:47]1[CH:52]=[CH:51][C:50]([N:53]2[CH:57]=[C:56]([CH3:58])[N:55]=[CH:54]2)=[C:49]([F:59])[CH:48]=1)/[C:43]([OH:45])=O.Cl.[NH2:61][C@H:62]([C:66]1[CH:71]=[C:70]([F:72])[C:69]([F:73])=[C:68]([F:74])[CH:67]=1)[C@H:63]([OH:65])[CH3:64], predict the reaction product. The product is: [OH:65][C@H:63]([CH3:64])[C@H:62]([NH:61][C:43](=[O:45])/[C:42](=[CH:46]/[C:47]1[CH:52]=[CH:51][C:50]([N:53]2[CH:57]=[C:56]([CH3:58])[N:55]=[CH:54]2)=[C:49]([F:59])[CH:48]=1)/[CH2:41][CH2:40][CH2:39][Cl:38])[C:66]1[CH:67]=[C:68]([F:74])[C:69]([F:73])=[C:70]([F:72])[CH:71]=1.